Task: Binary Classification. Given a miRNA mature sequence and a target amino acid sequence, predict their likelihood of interaction.. Dataset: Experimentally validated miRNA-target interactions with 360,000+ pairs, plus equal number of negative samples The miRNA is hsa-miR-6849-3p with sequence ACCAGCCUGUGUCCACCUCCAG. The protein sequence of the target gene is MAWAPPGERLREDARCPVCLDFLQEPVSVDCGHSFCLRCISEFCEKSDGAQGGVYACPQCRGPFRPSGFRPNRQLAGLVESVRRLGLGAGPGARRCARHGEDLSRFCEEDEAALCWVCDAGPEHRTHRTAPLQEAAGSYQVKLQMALELMRKELEDALTQEANVGKKTVIWKEKVEMQRQRFRLEFEKHRGFLAQEEQRQLRRLEAEERATLQRLRESKSRLVQQSKALKELADELQERCQRPALGLLEGVRGVLSRSKAVTRLEAENIPMELKTACCIPGRRELLRKFQVDVKLDPATA.... Result: 1 (interaction).